From a dataset of Full USPTO retrosynthesis dataset with 1.9M reactions from patents (1976-2016). Predict the reactants needed to synthesize the given product. (1) Given the product [OH:34][CH2:33][CH2:35][NH:36][C:4]([C:6]1[C:7]2[S:14][CH:13]=[C:12]([CH2:15][O:16][C:17]3[CH:22]=[CH:21][CH:20]=[C:19]([NH:23][C:24](=[O:32])[C:25]4[CH:30]=[CH:29][C:28]([F:31])=[CH:27][CH:26]=4)[CH:18]=3)[C:8]=2[CH:9]=[N:10][CH:11]=1)=[O:5], predict the reactants needed to synthesize it. The reactants are: C(O[C:4]([C:6]1[C:7]2[S:14][CH:13]=[C:12]([CH2:15][O:16][C:17]3[CH:22]=[CH:21][CH:20]=[C:19]([NH:23][C:24](=[O:32])[C:25]4[CH:30]=[CH:29][C:28]([F:31])=[CH:27][CH:26]=4)[CH:18]=3)[C:8]=2[CH:9]=[N:10][CH:11]=1)=[O:5])C.[CH2:33]([CH2:35][NH2:36])[OH:34]. (2) Given the product [CH2:1]([N:7]1[CH2:12][CH2:11][C:10]([CH3:28])([C:13]2[CH:18]=[CH:17][CH:16]=[C:15]([C:19]3[N:20]=[N:21][NH:22][CH:23]=3)[CH:14]=2)[CH:9]([CH3:29])[CH2:8]1)[CH2:2][CH2:3][CH2:4][CH2:5][CH3:6], predict the reactants needed to synthesize it. The reactants are: [CH2:1]([N:7]1[CH2:12][CH2:11][C:10]([CH3:28])([C:13]2[CH:18]=[CH:17][CH:16]=[C:15]([C:19]3[N:20]=[N:21][NH:22][C:23]=3[Si](C)(C)C)[CH:14]=2)[CH:9]([CH3:29])[CH2:8]1)[CH2:2][CH2:3][CH2:4][CH2:5][CH3:6].C(=O)([O-])O.[Na+]. (3) Given the product [CH3:47][O:48][C:49](=[O:55])[CH2:50][CH2:51][CH2:52][CH2:53][C:39]#[C:27][C:28]1[CH:29]=[CH:30][C:25]([C:3]([CH2:4][CH3:5])([C:6]2[CH:11]=[CH:10][C:9](/[CH:12]=[CH:13]/[C:14]([OH:23])([C:15]([F:16])([F:17])[F:18])[C:19]([F:22])([F:21])[F:20])=[C:8]([CH3:24])[CH:7]=2)[CH2:1][CH3:2])=[CH:26][C:45]=1[CH3:46], predict the reactants needed to synthesize it. The reactants are: [CH2:1]([C:3]([C:25]1[CH:30]=[CH:29][C:28](OS(C(F)(F)F)(=O)=O)=[C:27]([CH3:39])[CH:26]=1)([C:6]1[CH:11]=[CH:10][C:9](/[CH:12]=[CH:13]/[C:14]([OH:23])([C:19]([F:22])([F:21])[F:20])[C:15]([F:18])([F:17])[F:16])=[C:8]([CH3:24])[CH:7]=1)[CH2:4][CH3:5])[CH3:2].CCN([CH2:45][CH3:46])CC.[CH3:47][O:48][C:49](=[O:55])[CH2:50][CH2:51][CH2:52][C:53]#C.C(OCC)(=O)C.